The task is: Predict the product of the given reaction.. This data is from Forward reaction prediction with 1.9M reactions from USPTO patents (1976-2016). (1) Given the reactants CC1C=C[C:5]([O:8]C)=CC=1OC1C=CC(NC(=O)[C@@H](C)N)=CC=1.[CH3:23][C:24]1[CH:29]=[CH:28][C:27]([O:30][CH3:31])=[CH:26][C:25]=1[O:32][C:33]1[N:38]=[CH:37][C:36]([NH:39][C:40](=[O:44])[C@@H:41]([CH3:43])[NH2:42])=[CH:35][CH:34]=1, predict the reaction product. The product is: [CH3:43][C@H:41]1[NH:42][C:5](=[O:8])[N:39]([C:36]2[CH:37]=[N:38][C:33]([O:32][C:25]3[CH:26]=[C:27]([O:30][CH3:31])[CH:28]=[CH:29][C:24]=3[CH3:23])=[CH:34][CH:35]=2)[C:40]1=[O:44]. (2) Given the reactants [Si]([O:8][CH2:9][CH:10]([C:12]1[CH:13]=[C:14]([C:28]2[N:33]=[C:32]([CH3:34])[N:31]=[C:30]([NH2:35])[N:29]=2)[C:15]([NH:18][C:19]2[CH:20]=[N:21][C:22]([O:26][CH3:27])=[C:23]([F:25])[CH:24]=2)=[N:16][CH:17]=1)[CH3:11])(C(C)(C)C)(C)C, predict the reaction product. The product is: [NH2:35][C:30]1[N:31]=[C:32]([CH3:34])[N:33]=[C:28]([C:14]2[CH:13]=[C:12]([CH:10]([CH3:11])[CH2:9][OH:8])[CH:17]=[N:16][C:15]=2[NH:18][C:19]2[CH:20]=[N:21][C:22]([O:26][CH3:27])=[C:23]([F:25])[CH:24]=2)[N:29]=1. (3) Given the reactants [NH2:1][C:2]1[O:3][CH2:4][C@:5]2([N:21]=1)[C:18]1[CH:17]=[C:16](Br)[CH:15]=[CH:14][C:13]=1[O:12][C:11]1[C:6]2=[CH:7][C:8]([OH:20])=[CH:9][CH:10]=1.[CH:22]1([C:25]#[CH:26])[CH2:24][CH2:23]1, predict the reaction product. The product is: [NH2:1][C:2]1[O:3][CH2:4][C@:5]2([N:21]=1)[C:18]1[CH:17]=[C:16]([C:26]#[C:25][CH:22]3[CH2:24][CH2:23]3)[CH:15]=[CH:14][C:13]=1[O:12][C:11]1[C:6]2=[CH:7][C:8]([OH:20])=[CH:9][CH:10]=1. (4) Given the reactants [CH:1]1[C:6]([OH:7])=[CH:5][CH:4]=[CH:3][C:2]=1[CH3:8].Br[CH2:10][C:11]#[N:12], predict the reaction product. The product is: [C:2]1([CH3:8])[CH:3]=[CH:4][CH:5]=[C:6]([O:7][CH2:10][C:11]#[N:12])[CH:1]=1. (5) Given the reactants [C:1]([O:5][C:6](=[O:49])[NH:7][CH:8]1[C:26](=[O:27])[N:25]2[CH:21]([CH2:22][CH:23]([O:28][C:29]3[C:38]4[C:33](=[CH:34][CH:35]=[CH:36][CH:37]=4)[CH:32]=[CH:31][N:30]=3)[CH2:24]2)[C:20](=[O:39])[NH:19][C:18]2([C:40]([NH:42][S:43]([CH:46]3[CH2:48][CH2:47]3)(=[O:45])=[O:44])=[O:41])[CH:16]([CH2:17]2)[CH:15]=[CH:14][CH2:13][CH2:12][CH2:11][CH2:10][CH2:9]1)([CH3:4])([CH3:3])[CH3:2].N(C([O-])=O)=NC([O-])=O.[K+].[K+].C(O)(=O)C, predict the reaction product. The product is: [C:1]([O:5][C:6](=[O:49])[NH:7][CH:8]1[C:26](=[O:27])[N:25]2[CH:21]([CH2:22][CH:23]([O:28][C:29]3[C:38]4[C:33](=[CH:34][CH:35]=[CH:36][CH:37]=4)[CH:32]=[CH:31][N:30]=3)[CH2:24]2)[C:20](=[O:39])[NH:19][C:18]2([C:40]([NH:42][S:43]([CH:46]3[CH2:48][CH2:47]3)(=[O:44])=[O:45])=[O:41])[CH:16]([CH2:17]2)[CH2:15][CH2:14][CH2:13][CH2:12][CH2:11][CH2:10][CH2:9]1)([CH3:4])([CH3:2])[CH3:3]. (6) Given the reactants [CH:1]([O:14][C:15]1[C:24]2[N:23]=[CH:22][CH:21]=[N:20][C:19]=2[C:18]([O:25]C)=[C:17]2[CH:27]([OH:39])[N:28]([CH2:31][C:32]3[CH:37]=[CH:36][C:35]([F:38])=[CH:34][CH:33]=3)[C:29](=O)[C:16]=12)(C1C=CC=CC=1)C1C=CC=CC=1.C([SiH](CC)CC)C.FC(F)(F)C(O)=O, predict the reaction product. The product is: [F:38][C:35]1[CH:36]=[CH:37][C:32]([CH2:31][N:28]2[C:27](=[O:39])[C:17]3[C:16](=[C:15]([O:14][CH3:1])[C:24]4[N:23]=[CH:22][CH:21]=[N:20][C:19]=4[C:18]=3[OH:25])[CH2:29]2)=[CH:33][CH:34]=1.